Dataset: Forward reaction prediction with 1.9M reactions from USPTO patents (1976-2016). Task: Predict the product of the given reaction. (1) Given the reactants [N+:1]([C:4]1[CH:5]=[N:6][N:7]([CH:9]2[CH2:14][CH2:13][N:12]([C:15](OC(C)(C)C)=O)[CH2:11][CH2:10]2)[CH:8]=1)([O-:3])=[O:2].C(O)=O.C=O, predict the reaction product. The product is: [CH3:15][N:12]1[CH2:13][CH2:14][CH:9]([N:7]2[CH:8]=[C:4]([N+:1]([O-:3])=[O:2])[CH:5]=[N:6]2)[CH2:10][CH2:11]1. (2) Given the reactants [NH2:1][C:2]1[S:6][C:5]([S:7]([NH2:10])(=[O:9])=[O:8])=[N:4][N:3]=1.CN(CCCN=C=NCC)C.[OH:22][C:23]1[C:31]2N=N[NH:28][C:27]=2C=CC=1, predict the reaction product. The product is: [NH2:28][CH2:27][CH2:31][C:23]([NH:1][C:2]1[S:6][C:5]([S:7](=[O:9])(=[O:8])[NH2:10])=[N:4][N:3]=1)=[O:22]. (3) Given the reactants [NH2:1][C:2]1[C:11]2[CH2:10][CH2:9][CH2:8][C:7]3[CH:12]=[C:13]([N:16]4[CH2:20][C@H:19]([CH2:21][NH:22][C:23](=[O:25])[CH3:24])[O:18][C:17]4=[O:26])[CH:14]=[CH:15][C:6]=3[C:5]=2[NH:4][N:3]=1.[CH3:27][C:28]1([CH3:36])[O:32][C@H:31]([C:33](O)=[O:34])[CH2:30][O:29]1.Cl.CN(C)CCCN=C=NCC, predict the reaction product. The product is: [C:23]([NH:22][CH2:21][C@@H:19]1[O:18][C:17](=[O:26])[N:16]([C:13]2[CH:14]=[CH:15][C:6]3[C:5]4[NH:4][N:3]=[C:2]([NH:1][C:33]([C@@H:31]5[CH2:30][O:29][C:28]([CH3:36])([CH3:27])[O:32]5)=[O:34])[C:11]=4[CH2:10][CH2:9][CH2:8][C:7]=3[CH:12]=2)[CH2:20]1)(=[O:25])[CH3:24]. (4) Given the reactants [OH:1][C:2]1[CH:7]=[C:6]([CH3:8])[C:5]([C:9]2[CH:14]=[CH:13][CH:12]=[C:11]([CH:15]=[O:16])[CH:10]=2)=[C:4]([CH3:17])[CH:3]=1.CO.[BH4-].[Na+], predict the reaction product. The product is: [OH:16][CH2:15][C:11]1[CH:10]=[C:9]([C:5]2[C:4]([CH3:17])=[CH:3][C:2]([OH:1])=[CH:7][C:6]=2[CH3:8])[CH:14]=[CH:13][CH:12]=1. (5) Given the reactants [CH:1]1([OH:6])[CH2:5][CH2:4][CH2:3][CH2:2]1.Cl[C:8]([O:10][C:11]1[CH:16]=[CH:15][C:14]([N+:17]([O-:19])=[O:18])=[CH:13][CH:12]=1)=[O:9].C(N(CC)CC)C, predict the reaction product. The product is: [C:8](=[O:9])([O:10][C:11]1[CH:12]=[CH:13][C:14]([N+:17]([O-:19])=[O:18])=[CH:15][CH:16]=1)[O:6][CH:1]1[CH2:5][CH2:4][CH2:3][CH2:2]1. (6) Given the reactants F[C:2]1[CH:9]=[C:8]([CH:10]([OH:17])[C:11]2[N:12]([CH3:16])[CH:13]=[N:14][CH:15]=2)[CH:7]=[CH:6][C:3]=1[C:4]#[N:5].[CH2:18]([C:20]1([C:29]2[CH:34]=[CH:33][CH:32]=[C:31]([OH:35])[CH:30]=2)[CH2:26][CH2:25][CH2:24][CH2:23][N:22]([CH3:27])[C:21]1=[O:28])[CH3:19].[F-].[K+].C1OCCOCCOCCOCCOCCOC1, predict the reaction product. The product is: [CH2:18]([C:20]1([C:29]2[CH:30]=[C:31]([CH:32]=[CH:33][CH:34]=2)[O:35][C:2]2[CH:9]=[C:8]([CH:10]([OH:17])[C:11]3[N:12]([CH3:16])[CH:13]=[N:14][CH:15]=3)[CH:7]=[CH:6][C:3]=2[C:4]#[N:5])[CH2:26][CH2:25][CH2:24][CH2:23][N:22]([CH3:27])[C:21]1=[O:28])[CH3:19].